This data is from Full USPTO retrosynthesis dataset with 1.9M reactions from patents (1976-2016). The task is: Predict the reactants needed to synthesize the given product. Given the product [F:1][C:2]1[CH:7]=[C:6]([I:8])[CH:5]=[CH:4][C:3]=1[NH:9][C:10]1[CH:18]=[N:17][CH:16]=[CH:15][C:11]=1[C:12]([NH:31][NH:32][C:33](=[S:34])[NH2:35])=[O:14], predict the reactants needed to synthesize it. The reactants are: [F:1][C:2]1[CH:7]=[C:6]([I:8])[CH:5]=[CH:4][C:3]=1[NH:9][C:10]1[CH:18]=[N:17][CH:16]=[CH:15][C:11]=1[C:12]([OH:14])=O.C(N1C=CN=C1)(N1C=CN=C1)=O.[NH2:31][NH:32][C:33]([NH2:35])=[S:34].